Dataset: Catalyst prediction with 721,799 reactions and 888 catalyst types from USPTO. Task: Predict which catalyst facilitates the given reaction. (1) Reactant: [CH3:1][C:2]1([CH3:20])[C:10]2[C:5](=[CH:6][CH:7]=[C:8](OS(C(F)(F)F)(=O)=O)[CH:9]=2)[C:4](=[O:19])[CH2:3]1.[Cl:21][C:22]1[CH:27]=[CH:26][C:25](B(O)O)=[CH:24][CH:23]=1.C(=O)([O-])[O-].[Na+].[Na+]. Product: [Cl:21][C:22]1[CH:27]=[CH:26][C:25]([C:8]2[CH:9]=[C:10]3[C:5](=[CH:6][CH:7]=2)[C:4](=[O:19])[CH2:3][C:2]3([CH3:20])[CH3:1])=[CH:24][CH:23]=1. The catalyst class is: 437. (2) Reactant: [Br:1][C:2]1[CH:3]=[C:4]([CH:12](O)[CH3:13])[C:5]([OH:11])=[C:6]([CH:10]=1)[C:7]([OH:9])=[O:8].C([SiH](CC)CC)C. Product: [Br:1][C:2]1[CH:3]=[C:4]([CH2:12][CH3:13])[C:5]([OH:11])=[C:6]([CH:10]=1)[C:7]([OH:9])=[O:8]. The catalyst class is: 55. (3) Reactant: Cl[C:2]1[N:7]=[C:6]([C:8]([F:11])([F:10])[F:9])[C:5]([C:12]([O:14][CH3:15])=[O:13])=[CH:4][N:3]=1.[Cl:16][C:17]1[CH:24]=[C:23]([Cl:25])[CH:22]=[CH:21][C:18]=1[CH2:19][NH2:20].O1CCOCC1. Product: [Cl:16][C:17]1[CH:24]=[C:23]([Cl:25])[CH:22]=[CH:21][C:18]=1[CH2:19][NH:20][C:2]1[N:7]=[C:6]([C:8]([F:11])([F:10])[F:9])[C:5]([C:12]([O:14][CH3:15])=[O:13])=[CH:4][N:3]=1. The catalyst class is: 13. (4) Reactant: [CH3:1][O:2][C:3]1[CH:8]=[C:7]([O:9][CH3:10])[N:6]=[C:5]([N:11]2[C:20](=[O:21])[C:19]3[C:14](=[CH:15][C:16]([C:22](O)=[O:23])=[CH:17][CH:18]=3)[NH:13][C:12]2=[S:25])[N:4]=1.[NH2:26][S:27]([C:30]1[CH:37]=[CH:36][C:33]([CH2:34][NH2:35])=[CH:32][CH:31]=1)(=[O:29])=[O:28].CCN(C(C)C)C(C)C.CN(C(ON1N=NC2C=CC=NC1=2)=[N+](C)C)C.F[P-](F)(F)(F)(F)F. Product: [NH2:26][S:27]([C:30]1[CH:31]=[CH:32][C:33]([CH2:34][NH:35][C:22]([C:16]2[CH:15]=[C:14]3[C:19]([C:20](=[O:21])[N:11]([C:5]4[N:6]=[C:7]([O:9][CH3:10])[CH:8]=[C:3]([O:2][CH3:1])[N:4]=4)[C:12](=[S:25])[NH:13]3)=[CH:18][CH:17]=2)=[O:23])=[CH:36][CH:37]=1)(=[O:28])=[O:29]. The catalyst class is: 3. (5) Reactant: C(OC([N:8]1[CH2:13][CH2:12][N:11]([C:14]2[N:19]=[C:18]([O:20][C:21]3[CH:26]=[CH:25][C:24]([O:27][C:28]4[CH:33]=[CH:32][CH:31]=[CH:30][CH:29]=4)=[CH:23][CH:22]=3)[C:17]([C:34](=[O:36])[NH2:35])=[CH:16][N:15]=2)[CH2:10][CH2:9]1)=O)(C)(C)C.[ClH:37]. Product: [ClH:37].[O:27]([C:24]1[CH:25]=[CH:26][C:21]([O:20][C:18]2[C:17]([C:34]([NH2:35])=[O:36])=[CH:16][N:15]=[C:14]([N:11]3[CH2:12][CH2:13][NH:8][CH2:9][CH2:10]3)[N:19]=2)=[CH:22][CH:23]=1)[C:28]1[CH:33]=[CH:32][CH:31]=[CH:30][CH:29]=1. The catalyst class is: 12.